Dataset: Full USPTO retrosynthesis dataset with 1.9M reactions from patents (1976-2016). Task: Predict the reactants needed to synthesize the given product. (1) Given the product [C:63]([C:61]1[O:62][C:58]([CH2:57][C:54]2[S:55][CH:56]=[C:52]([NH:51][C:9]([C:7]3[N:8]=[C:4]([CH3:3])[O:5][C:6]=3[C:12]3[CH:13]=[C:14]([CH3:18])[CH:15]=[CH:16][CH:17]=3)=[O:11])[N:53]=2)=[CH:59][CH:60]=1)(=[O:65])[CH3:64], predict the reactants needed to synthesize it. The reactants are: N#N.[CH3:3][C:4]1[O:5][C:6]([C:12]2[CH:13]=[C:14]([CH3:18])[CH:15]=[CH:16][CH:17]=2)=[C:7]([C:9]([OH:11])=O)[N:8]=1.C1C=CC2N(O)N=NC=2C=1.CCN=C=NCCCN(C)C.Cl.CCN(C(C)C)C(C)C.Cl.[NH2:51][C:52]1[N:53]=[C:54]([CH2:57][C:58]2[O:62][C:61]([C:63](=[O:65])[CH3:64])=[CH:60][CH:59]=2)[S:55][CH:56]=1. (2) Given the product [C:18]([O:17][C:15]([C:8]1([C:6]([O:5][C:1]([CH3:4])([CH3:3])[CH3:2])=[O:7])[CH2:9][CH2:10][CH:11]([OH:14])[CH2:12][CH2:13]1)=[O:16])([CH3:21])([CH3:20])[CH3:19], predict the reactants needed to synthesize it. The reactants are: [C:1]([O:5][C:6]([C:8]1([C:15]([O:17][C:18]([CH3:21])([CH3:20])[CH3:19])=[O:16])[CH2:13][CH2:12][C:11](=[O:14])[CH2:10][CH2:9]1)=[O:7])([CH3:4])([CH3:3])[CH3:2].[BH4-].[Na+]. (3) The reactants are: [N+:1]([C:4]1[CH:13]=[CH:12][C:7]2[NH:8][C:9](=[O:11])[S:10][C:6]=2[CH:5]=1)([O-])=O.C([O-])=O.[NH4+].O1CCOCC1. Given the product [NH2:1][C:4]1[CH:13]=[CH:12][C:7]2[NH:8][C:9](=[O:11])[S:10][C:6]=2[CH:5]=1, predict the reactants needed to synthesize it. (4) Given the product [N:9]1([CH2:14][C:15]2([C:46]3[CH:51]=[CH:50][C:49]([F:52])=[CH:48][C:47]=3[F:53])[O:19][CH2:18][CH:17]([CH2:20][S:21][C:22]3[CH:27]=[CH:26][C:25]([N:28]4[CH2:29][CH2:30][N:31]([C:34]5[CH:35]=[CH:36][C:37]([N:40]6[C:44](=[O:45])[N:43]([CH:2]([CH2:5][CH3:6])[CH2:3][CH3:4])[N:42]=[CH:41]6)=[CH:38][CH:39]=5)[CH2:32][CH2:33]4)=[CH:24][CH:23]=3)[CH2:16]2)[CH:13]=[N:12][CH:11]=[N:10]1, predict the reactants needed to synthesize it. The reactants are: Br[CH:2]([CH2:5][CH3:6])[CH2:3][CH3:4].[OH-].[K+].[N:9]1([CH2:14][C:15]2([C:46]3[CH:51]=[CH:50][C:49]([F:52])=[CH:48][C:47]=3[F:53])[O:19][CH2:18][CH:17]([CH2:20][S:21][C:22]3[CH:27]=[CH:26][C:25]([N:28]4[CH2:33][CH2:32][N:31]([C:34]5[CH:39]=[CH:38][C:37]([N:40]6[C:44](=[O:45])[NH:43][N:42]=[CH:41]6)=[CH:36][CH:35]=5)[CH2:30][CH2:29]4)=[CH:24][CH:23]=3)[CH2:16]2)[CH:13]=[N:12][CH:11]=[N:10]1.